This data is from Peptide-MHC class II binding affinity with 134,281 pairs from IEDB. The task is: Regression. Given a peptide amino acid sequence and an MHC pseudo amino acid sequence, predict their binding affinity value. This is MHC class II binding data. (1) The peptide sequence is RQAGVQYSR. The MHC is DRB1_0301 with pseudo-sequence DRB1_0301. The binding affinity (normalized) is 0.0414. (2) The peptide sequence is AFGVAATAANAAPAN. The MHC is DRB1_0901 with pseudo-sequence DRB1_0901. The binding affinity (normalized) is 0.325. (3) The peptide sequence is KGLPIRYQTTATKSE. The MHC is DRB1_0901 with pseudo-sequence DRB1_0901. The binding affinity (normalized) is 0.368. (4) The peptide sequence is AAGTAAQAAVVRFQE. The MHC is DRB1_0405 with pseudo-sequence DRB1_0405. The binding affinity (normalized) is 0.145. (5) The peptide sequence is SAALGPLIEGNTSLL. The MHC is DRB3_0301 with pseudo-sequence DRB3_0301. The binding affinity (normalized) is 0.543. (6) The peptide sequence is MVGTILEMLGHRLDD. The MHC is DRB1_0405 with pseudo-sequence DRB1_0405. The binding affinity (normalized) is 0.588. (7) The MHC is DRB1_0101 with pseudo-sequence DRB1_0101. The peptide sequence is DLSCSYDHSKWGPTM. The binding affinity (normalized) is 0.142. (8) The peptide sequence is LEAAVKQAYAATIAA. The MHC is DRB1_0101 with pseudo-sequence DRB1_0101. The binding affinity (normalized) is 0.870. (9) The binding affinity (normalized) is 0.634. The MHC is DRB3_0101 with pseudo-sequence DRB3_0101. The peptide sequence is AVHVWLRLPAGRVEI.